From a dataset of Catalyst prediction with 721,799 reactions and 888 catalyst types from USPTO. Predict which catalyst facilitates the given reaction. (1) Reactant: [OH:1][C:2]1[CH:3]=[C:4]([CH:7]=[CH:8][CH:9]=1)[CH:5]=[O:6].Br[CH2:11][CH2:12][CH:13]=[CH2:14].C(=O)([O-])[O-].[Cs+].[Cs+]. Product: [CH2:14]([O:1][C:2]1[CH:3]=[C:4]([CH:7]=[CH:8][CH:9]=1)[CH:5]=[O:6])[CH2:13][CH:12]=[CH2:11]. The catalyst class is: 44. (2) Reactant: [NH2:1][C:2]1[C:7]2=[C:8]([C:14]3[CH:19]=[CH:18][C:17]([NH:20][C:21]([NH:23][C:24]4[CH:29]=[C:28]([C:30]([F:33])([F:32])[F:31])[CH:27]=[CH:26][C:25]=4[F:34])=[O:22])=[C:16]([F:35])[CH:15]=3)[CH:9]=[C:10]([CH2:11][CH2:12]O)[N:6]2[N:5]=[CH:4][N:3]=1.C(Br)(Br)(Br)[Br:37].C1C=CC(P(C2C=CC=CC=2)C2C=CC=CC=2)=CC=1.O. Product: [NH2:1][C:2]1[C:7]2=[C:8]([C:14]3[CH:19]=[CH:18][C:17]([NH:20][C:21]([NH:23][C:24]4[CH:29]=[C:28]([C:30]([F:33])([F:32])[F:31])[CH:27]=[CH:26][C:25]=4[F:34])=[O:22])=[C:16]([F:35])[CH:15]=3)[CH:9]=[C:10]([CH2:11][CH2:12][Br:37])[N:6]2[N:5]=[CH:4][N:3]=1. The catalyst class is: 1. (3) Reactant: [N:1]([O-:3])=O.[Na+].[Cl:5][C:6]1[C:19]([Cl:20])=[CH:18][CH:17]=[CH:16][C:7]=1[CH:8]=[C:9]1[NH:13][C:12](=[O:14])[CH:11]=[C:10]1[OH:15]. Product: [Cl:5][C:6]1[C:19]([Cl:20])=[CH:18][CH:17]=[CH:16][C:7]=1[CH:8]=[C:9]1[NH:13][C:12](=[O:14])[C:11](=[N:1][OH:3])[C:10]1=[O:15]. The catalyst class is: 15. (4) Reactant: [OH:1][C:2]([C:34]1[CH:39]=[CH:38][CH:37]=[CH:36][CH:35]=1)([C:28]1[CH:33]=[CH:32][CH:31]=[CH:30][CH:29]=1)[CH:3]1[CH2:8][CH2:7][N:6]([CH:9](O)[CH2:10][CH2:11][CH2:12][C:13]2[CH:18]=[CH:17][C:16]([C:19]([CH3:26])([CH3:25])[C:20]([O:22]CC)=[O:21])=[CH:15][CH:14]=2)[CH2:5][CH2:4]1.[OH-:40].[Na+]. Product: [OH:1][C:2]([C:34]1[CH:35]=[CH:36][CH:37]=[CH:38][CH:39]=1)([C:28]1[CH:33]=[CH:32][CH:31]=[CH:30][CH:29]=1)[CH:3]1[CH2:4][CH2:5][N:6]([CH2:9][CH2:10][CH2:11][CH:12]([C:13]2[CH:18]=[CH:17][C:16]([C:19]([CH3:25])([CH3:26])[C:20]([OH:22])=[O:21])=[CH:15][CH:14]=2)[OH:40])[CH2:7][CH2:8]1. The catalyst class is: 8. (5) Reactant: [Cl:1][C:2]1[CH:3]=[N:4][C:5]2[NH:6][C:7]3[CH:8]=[C:9](C(O)=O)[CH:10]=[C:11]([CH:25]=3)[O:12][CH2:13][CH2:14][S:15][C:16]3[CH:24]=[C:20]([NH:21][C:22]=1[N:23]=2)[CH:19]=[CH:18][CH:17]=3.C([N:31](CC)CC)C.C1(OP(=O)OC2C=CC=CC=2)C=CC=CC=1.O. Product: [Cl:1][C:2]1[CH:3]=[N:4][C:5]2[NH:6][C:7]3[CH:8]=[C:9]([NH2:31])[CH:10]=[C:11]([CH:25]=3)[O:12][CH2:13][CH2:14][S:15][C:16]3[CH:24]=[C:20]([NH:21][C:22]=1[N:23]=2)[CH:19]=[CH:18][CH:17]=3. The catalyst class is: 54. (6) Reactant: [Cl:1][C:2]1[CH:7]=[C:6](Cl)[N:5]=[CH:4][N:3]=1.[F:9][C:10]([F:21])([F:20])[C:11]1[CH:16]=[CH:15][C:14](B(O)O)=[CH:13][CH:12]=1.P([O-])([O-])([O-])=O.[K+].[K+].[K+].N#N. Product: [Cl:1][C:2]1[CH:7]=[C:6]([C:14]2[CH:15]=[CH:16][C:11]([C:10]([F:21])([F:20])[F:9])=[CH:12][CH:13]=2)[N:5]=[CH:4][N:3]=1. The catalyst class is: 437.